Task: Regression. Given a peptide amino acid sequence and an MHC pseudo amino acid sequence, predict their binding affinity value. This is MHC class I binding data.. Dataset: Peptide-MHC class I binding affinity with 185,985 pairs from IEDB/IMGT (1) The peptide sequence is LALTDVEKR. The MHC is HLA-A11:01 with pseudo-sequence HLA-A11:01. The binding affinity (normalized) is 0.0444. (2) The peptide sequence is GLTADARLL. The MHC is HLA-A02:03 with pseudo-sequence HLA-A02:03. The binding affinity (normalized) is 0.455. (3) The peptide sequence is IQFMHEQGY. The MHC is HLA-B58:01 with pseudo-sequence HLA-B58:01. The binding affinity (normalized) is 0.0847.